From a dataset of Full USPTO retrosynthesis dataset with 1.9M reactions from patents (1976-2016). Predict the reactants needed to synthesize the given product. Given the product [Cl:33][C:34]1[CH:35]=[C:36]([CH:40]=[CH:41][CH:42]=1)[C:37]([NH:1][CH2:2][CH2:3][CH2:4][N:5]([CH2:10][C:11]1[CH:16]=[CH:15][CH:14]=[C:13]([C:17]2[CH:22]=[CH:21][N:20]=[C:19]([NH:23][CH2:24][CH2:25][C:26]3[CH:27]=[CH:28][C:29]([OH:32])=[CH:30][CH:31]=3)[N:18]=2)[CH:12]=1)[S:6]([CH3:9])(=[O:8])=[O:7])=[O:38], predict the reactants needed to synthesize it. The reactants are: [NH2:1][CH2:2][CH2:3][CH2:4][N:5]([CH2:10][C:11]1[CH:16]=[CH:15][CH:14]=[C:13]([C:17]2[CH:22]=[CH:21][N:20]=[C:19]([NH:23][CH2:24][CH2:25][C:26]3[CH:31]=[CH:30][C:29]([OH:32])=[CH:28][CH:27]=3)[N:18]=2)[CH:12]=1)[S:6]([CH3:9])(=[O:8])=[O:7].[Cl:33][C:34]1[CH:35]=[C:36]([CH:40]=[CH:41][CH:42]=1)[C:37](O)=[O:38].